From a dataset of Forward reaction prediction with 1.9M reactions from USPTO patents (1976-2016). Predict the product of the given reaction. (1) Given the reactants [NH:1]1[C:5]2[CH:6]=[CH:7][CH:8]=[CH:9][C:4]=2[N:3]=[N:2]1.[OH-].[Na+].[Cl:12][CH2:13][CH2:14][CH2:15][CH2:16]Br, predict the reaction product. The product is: [Cl:12][CH2:13][CH2:14][CH2:15][CH2:16][N:1]1[C:5]2[CH:6]=[CH:7][CH:8]=[CH:9][C:4]=2[N:3]=[N:2]1. (2) Given the reactants [CH3:1][C:2]1[C:6]([C:7]2[O:8][C:9]3[CH:15]=[CH:14][C:13]([CH2:16][C:17]([O:19]C)=[O:18])=[CH:12][C:10]=3[CH:11]=2)=[C:5]([CH3:21])[O:4][N:3]=1.[OH-].[Na+], predict the reaction product. The product is: [CH3:1][C:2]1[C:6]([C:7]2[O:8][C:9]3[CH:15]=[CH:14][C:13]([CH2:16][C:17]([OH:19])=[O:18])=[CH:12][C:10]=3[CH:11]=2)=[C:5]([CH3:21])[O:4][N:3]=1. (3) Given the reactants [CH2:1]([N:6]1[C:10]2[CH:11]=[CH:12][C:13]([C:15]([C:17]3[CH:18]=[CH:19][C:20]([O:32][CH2:33][CH2:34][CH:35]([CH3:37])[CH3:36])=[C:21]([CH2:23][C:24]([O:26]CCC(C)C)=[O:25])[CH:22]=3)=[O:16])=[CH:14][C:9]=2[N:8]([CH2:38][CH2:39][CH:40]([CH3:42])[CH3:41])[C:7]1=[O:43])[CH2:2][CH:3]([CH3:5])[CH3:4].[OH-].[Na+].O.Cl, predict the reaction product. The product is: [CH2:1]([N:6]1[C:10]2[CH:11]=[CH:12][C:13]([C:15]([C:17]3[CH:18]=[CH:19][C:20]([O:32][CH2:33][CH2:34][CH:35]([CH3:36])[CH3:37])=[C:21]([CH2:23][C:24]([OH:26])=[O:25])[CH:22]=3)=[O:16])=[CH:14][C:9]=2[N:8]([CH2:38][CH2:39][CH:40]([CH3:42])[CH3:41])[C:7]1=[O:43])[CH2:2][CH:3]([CH3:4])[CH3:5]. (4) Given the reactants [Br:1][CH2:2][C:3]1[CH:8]=[CH:7][C:6]([O:9][CH2:10][O:11][CH3:12])=[C:5]([O:13][CH2:14][O:15][CH3:16])[CH:4]=1.[CH:17]1[CH:22]=[CH:21][C:20]([P:23]([C:30]2[CH:35]=[CH:34][CH:33]=[CH:32][CH:31]=2)[C:24]2[CH:29]=[CH:28][CH:27]=[CH:26][CH:25]=2)=[CH:19][CH:18]=1, predict the reaction product. The product is: [Br-:1].[CH3:16][O:15][CH2:14][O:13][C:5]1[CH:4]=[C:3]([CH:8]=[CH:7][C:6]=1[O:9][CH2:10][O:11][CH3:12])[CH2:2][P+:23]([C:24]1[CH:25]=[CH:26][CH:27]=[CH:28][CH:29]=1)([C:30]1[CH:35]=[CH:34][CH:33]=[CH:32][CH:31]=1)[C:20]1[CH:19]=[CH:18][CH:17]=[CH:22][CH:21]=1. (5) Given the reactants [F:1][C:2]1[C:3]([F:13])=[C:4]([F:12])[C:5]2[S:9][C:8]([NH2:10])=[N:7][C:6]=2[CH:11]=1.[F:14][C:15]1[CH:16]=[C:17]([CH:21]=[CH:22][CH:23]=1)[C:18](Cl)=[O:19].Br[CH:25]([CH2:30][CH3:31])[C:26]([O:28]C)=[O:27].COC1C=CC2N=C(N)SC=2C=1.ClC1C=C(C=CC=1)C(Cl)=O.BrCC(OCC)=O, predict the reaction product. The product is: [F:1][C:2]1[C:3]([F:13])=[C:4]([F:12])[C:5]2[S:9][C:8](=[N:10][C:18](=[O:19])[C:17]3[CH:21]=[CH:22][CH:23]=[C:15]([F:14])[CH:16]=3)[N:7]([CH:25]([CH2:30][CH3:31])[C:26]([OH:28])=[O:27])[C:6]=2[CH:11]=1. (6) Given the reactants [C:1]([NH:5][C:6]([C:8]1[C:16]2[C:11](=[N:12][CH:13]=[C:14]([C:17]3[C:25]4[C:20](=[CH:21][CH:22]=[C:23]([O:26][CH:27]([F:29])[F:28])[CH:24]=4)[N:19]([CH2:30][CH:31]4[O:36][CH2:35][CH2:34][N:33]([CH3:37])[CH2:32]4)[N:18]=3)[N:15]=2)[N:10](COCC[Si](C)(C)C)[CH:9]=1)=[O:7])([CH3:4])([CH3:3])[CH3:2].FC(F)(F)C(O)=O, predict the reaction product. The product is: [C:1]([NH:5][C:6]([C:8]1[C:16]2[C:11](=[N:12][CH:13]=[C:14]([C:17]3[C:25]4[C:20](=[CH:21][CH:22]=[C:23]([O:26][CH:27]([F:29])[F:28])[CH:24]=4)[N:19]([CH2:30][CH:31]4[O:36][CH2:35][CH2:34][N:33]([CH3:37])[CH2:32]4)[N:18]=3)[N:15]=2)[NH:10][CH:9]=1)=[O:7])([CH3:4])([CH3:3])[CH3:2]. (7) Given the reactants C[Si](C)(C)[O:3][C:4]1([C:13]#[N:14])[C:12]2[C:7](=[CH:8][CH:9]=[CH:10][CH:11]=2)[CH2:6][CH2:5]1.[ClH:17].[CH2:18]([OH:20])[CH3:19], predict the reaction product. The product is: [ClH:17].[OH:3][C:4]1([C:13](=[NH:14])[O:20][CH2:18][CH3:19])[C:12]2[C:7](=[CH:8][CH:9]=[CH:10][CH:11]=2)[CH2:6][CH2:5]1.